The task is: Predict the product of the given reaction.. This data is from Forward reaction prediction with 1.9M reactions from USPTO patents (1976-2016). (1) Given the reactants C[O:2][C:3](=[O:25])[C:4]1[CH:9]=[CH:8][C:7]([CH2:10][O:11]/[N:12]=[CH:13]/[C:14]2[CH:19]=[CH:18][C:17]([C:20]([CH3:23])([CH3:22])[CH3:21])=[CH:16][CH:15]=2)=[CH:6][C:5]=1[Br:24].[OH-].[Na+], predict the reaction product. The product is: [Br:24][C:5]1[CH:6]=[C:7]([CH2:10][O:11]/[N:12]=[CH:13]/[C:14]2[CH:15]=[CH:16][C:17]([C:20]([CH3:23])([CH3:22])[CH3:21])=[CH:18][CH:19]=2)[CH:8]=[CH:9][C:4]=1[C:3]([OH:25])=[O:2]. (2) Given the reactants [Br:1][C:2]1[CH:7]=[CH:6][CH:5]=[CH:4][C:3]=1[N:8]1[C:13](=[O:14])[NH:12][CH2:11][C:10]([C:15]2[CH:20]=[CH:19][CH:18]=[CH:17][N:16]=2)=[N:9]1.C(N(CC)CC)C.[C:28]1(B(O)O)[CH:33]=[CH:32][CH:31]=[CH:30][CH:29]=1.[H-].[Na+], predict the reaction product. The product is: [Br:1][C:2]1[CH:7]=[CH:6][CH:5]=[CH:4][C:3]=1[N:8]1[C:13](=[O:14])[N:12]([C:28]2[CH:33]=[CH:32][CH:31]=[CH:30][CH:29]=2)[CH2:11][C:10]([C:15]2[CH:20]=[CH:19][CH:18]=[CH:17][N:16]=2)=[N:9]1. (3) Given the reactants [CH3:1][O:2][C:3]1[C:8]2[N:9]=[C:10]([C:12]([F:15])([F:14])[F:13])[S:11][C:7]=2[C:6]([C:16](=[O:19])[CH2:17][CH3:18])=[CH:5][CH:4]=1.[H-].[Na+].[Cl-].[NH4+].[C:24](=[O:29])([O:27][CH3:28])OC, predict the reaction product. The product is: [CH3:1][O:2][C:3]1[C:8]2[N:9]=[C:10]([C:12]([F:15])([F:13])[F:14])[S:11][C:7]=2[C:6]([C:16](=[O:19])[CH:17]([CH3:18])[C:24]([O:27][CH3:28])=[O:29])=[CH:5][CH:4]=1. (4) Given the reactants Cl.[F:2][C:3]1[CH:4]=[C:5]([C:10]2[CH:15]=[CH:14][C:13](=[O:16])[N:12]([CH2:17][C:18]3[CH:19]=[C:20]([C:24]4[N:29]=[C:28]([N:30]5[CH2:35][CH2:34][N:33](C(OC(C)(C)C)=O)[CH2:32][CH2:31]5)[CH:27]=[CH:26][N:25]=4)[CH:21]=[CH:22][CH:23]=3)[N:11]=2)[CH:6]=[C:7]([F:9])[CH:8]=1, predict the reaction product. The product is: [F:9][C:7]1[CH:6]=[C:5]([C:10]2[CH:15]=[CH:14][C:13](=[O:16])[N:12]([CH2:17][C:18]3[CH:23]=[CH:22][CH:21]=[C:20]([C:24]4[N:29]=[C:28]([N:30]5[CH2:35][CH2:34][NH:33][CH2:32][CH2:31]5)[CH:27]=[CH:26][N:25]=4)[CH:19]=3)[N:11]=2)[CH:4]=[C:3]([F:2])[CH:8]=1. (5) Given the reactants [CH3:1][N:2]1[CH2:7][CH2:6][N:5]([C:8]2[CH:9]=[CH:10][C:11]([O:15][C:16]([F:19])([F:18])[F:17])=[C:12]([NH2:14])[CH:13]=2)[CH2:4][CH2:3]1.[N:20]#[C:21][NH2:22], predict the reaction product. The product is: [CH3:1][N:2]1[CH2:7][CH2:6][N:5]([C:8]2[CH:9]=[CH:10][C:11]([O:15][C:16]([F:19])([F:17])[F:18])=[C:12]([NH:14][C:21]([NH2:22])=[NH:20])[CH:13]=2)[CH2:4][CH2:3]1. (6) Given the reactants [Cl-].[Al+3].[Cl-].[Cl-].[CH3:5][O:6][C:7]1[CH:12]=[C:11]([O:13][CH3:14])[CH:10]=[C:9]([O:15][CH3:16])[CH:8]=1.Cl[C:18](=[O:26])[CH2:19][CH2:20][CH2:21][C:22]([O:24][CH3:25])=[O:23].C(Cl)Cl, predict the reaction product. The product is: [O:26]=[C:18]([C:8]1[C:9]([O:15][CH3:16])=[CH:10][C:11]([O:13][CH3:14])=[CH:12][C:7]=1[O:6][CH3:5])[CH2:19][CH2:20][CH2:21][C:22]([O:24][CH3:25])=[O:23].